This data is from Forward reaction prediction with 1.9M reactions from USPTO patents (1976-2016). The task is: Predict the product of the given reaction. (1) Given the reactants Br[CH2:2][C:3]1[CH:8]=[CH:7][C:6]([C:9]([OH:18])([C:14]([F:17])([F:16])[F:15])[C:10]([F:13])([F:12])[F:11])=[CH:5][CH:4]=1.[F:19][C:20]1[CH:25]=[C:24]([N+:26]([O-:28])=[O:27])[CH:23]=[CH:22][C:21]=1[N:29]([CH3:36])[CH:30]1[CH2:35][CH2:34][NH:33][CH2:32][CH2:31]1.C(=O)([O-])[O-].[K+].[K+], predict the reaction product. The product is: [F:11][C:10]([F:13])([F:12])[C:9]([C:6]1[CH:7]=[CH:8][C:3]([CH2:2][N:33]2[CH2:34][CH2:35][CH:30]([N:29]([C:21]3[CH:22]=[CH:23][C:24]([N+:26]([O-:28])=[O:27])=[CH:25][C:20]=3[F:19])[CH3:36])[CH2:31][CH2:32]2)=[CH:4][CH:5]=1)([OH:18])[C:14]([F:17])([F:16])[F:15]. (2) Given the reactants ClC1C=CC=C(C(OO)=[O:9])C=1.[Cl:12][C:13]1[C:17]([CH2:18][S:19][C:20]2[CH2:24][C:23]([CH3:26])([CH3:25])[O:22][N:21]=2)=[C:16]([Cl:27])[N:15]([CH2:28][CH3:29])[N:14]=1.[OH2:30], predict the reaction product. The product is: [Cl:12][C:13]1[C:17]([CH2:18][S:19]([C:20]2[CH2:24][C:23]([CH3:25])([CH3:26])[O:22][N:21]=2)(=[O:9])=[O:30])=[C:16]([Cl:27])[N:15]([CH2:28][CH3:29])[N:14]=1. (3) Given the reactants [H-].[Na+].[Br:3][C:4]1[CH:9]=[CH:8][C:7]([Cl:10])=[C:6]([O:11][C@H:12]2[CH2:17][CH2:16][C@@H:15]([OH:18])[CH2:14][CH2:13]2)[CH:5]=1.[CH3:19]I.O, predict the reaction product. The product is: [Br:3][C:4]1[CH:9]=[CH:8][C:7]([Cl:10])=[C:6]([O:11][C@H:12]2[CH2:13][CH2:14][C@@H:15]([O:18][CH3:19])[CH2:16][CH2:17]2)[CH:5]=1. (4) The product is: [CH3:14][C:13]([C:11]1[S:12][C:8]([C:6]2[CH:5]=[CH:4][N:3]=[C:2]([CH3:37])[N:7]=2)=[C:9]([C:17]2[C:18]([F:36])=[C:19]([NH:24][S:25]([C:28]3[CH:33]=[C:32]([F:34])[CH:31]=[CH:30][C:29]=3[F:35])(=[O:27])=[O:26])[CH:20]=[CH:21][C:22]=2[F:23])[N:10]=1)([CH3:16])[CH3:15]. Given the reactants Cl[C:2]1[N:7]=[C:6]([C:8]2[S:12][C:11]([C:13]([CH3:16])([CH3:15])[CH3:14])=[N:10][C:9]=2[C:17]2[C:18]([F:36])=[C:19]([NH:24][S:25]([C:28]3[CH:33]=[C:32]([F:34])[CH:31]=[CH:30][C:29]=3[F:35])(=[O:27])=[O:26])[CH:20]=[CH:21][C:22]=2[F:23])[CH:5]=[CH:4][N:3]=1.[CH3:37][Zn]C.C1(C)C=CC=CC=1, predict the reaction product. (5) Given the reactants C([Li])CCC.Br[C:7]1[S:8][CH:9]=[C:10]([Br:12])[N:11]=1.[O:13]=[C:14]1[CH2:17][N:16]([C:18]([O:20][C:21]([CH3:24])([CH3:23])[CH3:22])=[O:19])[CH2:15]1.[Cl-].[NH4+], predict the reaction product. The product is: [Br:12][C:10]1[N:11]=[C:7]([C:14]2([OH:13])[CH2:15][N:16]([C:18]([O:20][C:21]([CH3:23])([CH3:22])[CH3:24])=[O:19])[CH2:17]2)[S:8][CH:9]=1. (6) Given the reactants [C:1]([C:4]1[C:9]2[S:10][C:11]([C:14]([NH:16][C:17]3[CH:26]=[CH:25][C:24]4[C:19](=[CH:20][CH:21]=[CH:22][C:23]=4[CH2:27][S:28]([CH3:31])(=[O:30])=[O:29])[N:18]=3)=[O:15])=[C:12]([CH3:13])[C:8]=2[C:7]([CH2:32][O:33][CH3:34])=[CH:6][CH:5]=1)(=[O:3])[CH3:2].[ClH:35], predict the reaction product. The product is: [ClH:35].[C:1]([C:4]1[C:9]2[S:10][C:11]([C:14]([NH:16][C:17]3[CH:26]=[CH:25][C:24]4[C:19](=[CH:20][CH:21]=[CH:22][C:23]=4[CH2:27][S:28]([CH3:31])(=[O:29])=[O:30])[N:18]=3)=[O:15])=[C:12]([CH3:13])[C:8]=2[C:7]([CH2:32][O:33][CH3:34])=[CH:6][CH:5]=1)(=[O:3])[CH3:2]. (7) The product is: [CH3:30][O:29][C:21]1[CH:22]=[C:23]([CH:24]=[CH:25][C:20]=1[C:10]1[CH:9]=[N:8][N:7]([CH3:6])[CH:11]=1)[NH2:26]. Given the reactants CN(C=O)C.[CH3:6][N:7]1[CH:11]=[C:10](B(OCC)OCC)[CH:9]=[N:8]1.Br[C:20]1[CH:25]=[CH:24][C:23]([N+:26]([O-])=O)=[CH:22][C:21]=1[O:29][CH3:30].C([O-])([O-])=O.[K+].[K+], predict the reaction product. (8) Given the reactants [Cl:1][C:2]1[CH:16]=[CH:15][C:5]([CH2:6][NH:7][C:8](=[O:14])[C:9]([O:11]CC)=[O:10])=[CH:4][C:3]=1[C:17]([F:20])([F:19])[F:18].[OH-].[Na+].Cl, predict the reaction product. The product is: [Cl:1][C:2]1[CH:16]=[CH:15][C:5]([CH2:6][NH:7][C:8](=[O:14])[C:9]([OH:11])=[O:10])=[CH:4][C:3]=1[C:17]([F:18])([F:19])[F:20].